From a dataset of Catalyst prediction with 721,799 reactions and 888 catalyst types from USPTO. Predict which catalyst facilitates the given reaction. (1) Reactant: [NH2:1][C:2]1[CH:11]=[CH:10][CH:9]=[C:8]2[C:3]=1[CH2:4][CH2:5][NH:6][CH2:7]2.[N:12]1[C:21]2[C:16](=[CH:17][CH:18]=[CH:19][CH:20]=2)[C:15]([CH:22]=O)=[CH:14][CH:13]=1.C(O[BH-](OC(=O)C)OC(=O)C)(=O)C.[Na+]. Product: [N:12]1[C:21]2[C:16](=[CH:17][CH:18]=[CH:19][CH:20]=2)[C:15]([CH2:22][N:6]2[CH2:5][CH2:4][C:3]3[C:2]([NH2:1])=[CH:11][CH:10]=[CH:9][C:8]=3[CH2:7]2)=[CH:14][CH:13]=1. The catalyst class is: 7. (2) Reactant: [Br:1][C:2]1[C:3]([F:12])=[C:4]2[C:10]([NH2:11])=[CH:9][NH:8][C:5]2=[N:6][CH:7]=1.[CH:13]1([CH2:16][C:17](O)=[O:18])[CH2:15][CH2:14]1.C(N(CC)CC)C.C1N(P(Cl)(N2C(=O)OCC2)=O)C(=O)OC1.O[Li].O. Product: [Br:1][C:2]1[C:3]([F:12])=[C:4]2[C:10]([NH:11][C:17](=[O:18])[CH2:16][CH:13]3[CH2:15][CH2:14]3)=[CH:9][NH:8][C:5]2=[N:6][CH:7]=1. The catalyst class is: 2. (3) Reactant: [F:1][C:2]1[C:7]([O:8][CH3:9])=[CH:6][C:5]([O:10][CH3:11])=[C:4]([F:12])[C:3]=1[N:13]1[CH2:18][C:17]2[CH:19]=[N:20][C:21]3[N:25]([S:26]([C:29]4[CH:34]=[CH:33][CH:32]=[CH:31][CH:30]=4)(=[O:28])=[O:27])[CH:24]=[CH:23][C:22]=3[C:16]=2[N:15]([CH3:35])[C:14]1=[O:36].C([N-]C(C)C)(C)C.[Li+].[CH3:45][N:46]1[CH:50]=[C:49]([CH:51]=[O:52])[CH:48]=[N:47]1. Product: [F:1][C:2]1[C:7]([O:8][CH3:9])=[CH:6][C:5]([O:10][CH3:11])=[C:4]([F:12])[C:3]=1[N:13]1[CH2:18][C:17]2[CH:19]=[N:20][C:21]3[N:25]([S:26]([C:29]4[CH:30]=[CH:31][CH:32]=[CH:33][CH:34]=4)(=[O:27])=[O:28])[C:24]([CH:51]([OH:52])[C:49]4[CH:48]=[N:47][N:46]([CH3:45])[CH:50]=4)=[CH:23][C:22]=3[C:16]=2[N:15]([CH3:35])[C:14]1=[O:36]. The catalyst class is: 7. (4) Reactant: Cl[C:2]1[S:3][CH:4]=[C:5]([Cl:7])[N:6]=1.[CH3:8][NH:9][CH3:10]. Product: [Cl:7][C:5]1[N:6]=[C:2]([N:9]([CH3:10])[CH3:8])[S:3][CH:4]=1. The catalyst class is: 1. (5) Reactant: [CH3:1][O:2][CH2:3][CH2:4][O:5][C:6]1[CH:7]=[C:8]([CH:22]([CH2:27][CH:28]([CH3:30])[CH3:29])[C:23]([O:25]C)=[O:24])[CH:9]=[C:10]([C:12]2[CH:17]=[CH:16][C:15]([C:18]([F:21])([F:20])[F:19])=[CH:14][CH:13]=2)[CH:11]=1.O.[OH-].[Li+]. Product: [CH3:1][O:2][CH2:3][CH2:4][O:5][C:6]1[CH:7]=[C:8]([CH:22]([CH2:27][CH:28]([CH3:30])[CH3:29])[C:23]([OH:25])=[O:24])[CH:9]=[C:10]([C:12]2[CH:13]=[CH:14][C:15]([C:18]([F:20])([F:21])[F:19])=[CH:16][CH:17]=2)[CH:11]=1. The catalyst class is: 200. (6) Reactant: [CH3:1][O:2][C:3]([C:5]1[CH:10]=[CH:9][C:8]([C:11]#[N:12])=[C:7](O)[N:6]=1)=[O:4].P(Cl)(Cl)([Cl:16])=O. Product: [CH3:1][O:2][C:3]([C:5]1[CH:10]=[CH:9][C:8]([C:11]#[N:12])=[C:7]([Cl:16])[N:6]=1)=[O:4]. The catalyst class is: 9.